Dataset: Experimentally validated miRNA-target interactions with 360,000+ pairs, plus equal number of negative samples. Task: Binary Classification. Given a miRNA mature sequence and a target amino acid sequence, predict their likelihood of interaction. (1) The miRNA is hsa-miR-3919 with sequence GCAGAGAACAAAGGACUCAGU. The protein sequence of the target gene is MADFDTYDDRAYSSFGGGRGSRGSAGGHGSRSQKELPTEPPYTAYVGNLPFNTVQGDIDAIFKDLSIRSVRLVRDKDTDKFKGFCYVEFDEVDSLKEALTYDGALLGDRSLRVDIAEGRKQDKGGFGFRKGGPDDRGMGSSRESRGGWDSRDDFNSGFRDDFLGGRGGSRPGDRRTGPPMGSRFRDGPPLRGSNMDFREPTEEERAQRPRLQLKPRTVATPLNQVANPNSAIFGGARPREEVVQKEQE. Result: 1 (interaction). (2) The miRNA is hsa-miR-7106-3p with sequence AGCUCCCUGAAUCCCUGUCCCAG. The protein sequence of the target gene is MSSLGGGSQDAGGSSSSSTNGSGGSGSSGPKAGAADKSAVVAAAAPASVADDTPPPERRNKSGIISEPLNKSLRRSRPLSHYSSFGSSGGSGGGSMMGGESADKATAAAAAASLLANGHDLAAAMAVDKSNPTSKHKSGAVASLLSKAERATELAAEGQLTLQQFAQSTEMLKRVVQEHLPLMSEAGAGLPDMEAVAGAEALNGQSDFPYLGAFPINPGLFIMTPAGVFLAESALHMAGLAEYPMQGELASAISSGKKKRKRCGMCAPCRRRINCEQCSSCRNRKTGHQICKFRKCEELK.... Result: 1 (interaction). (3) The miRNA is hsa-miR-30c-2-3p with sequence CUGGGAGAAGGCUGUUUACUCU. The protein sequence of the target gene is MAAGQNGHEEWVGSAYLFVESSLDKVVLSDAYAHPQQKVAVYRALQAALAESGGSPDVLQMLKIHRSDPQLIVQLRFCGRQPCGRFLRAYREGALRAALQRSLAAALAQHSVPLQLELRAGAERLDALLADEERCLSCILAQQPDRLRDEELAELEDALRNLKCGSGARGGDGEVASAPLQPPVPSLSEVKPPPPPPPAQTFLFQGQPVVNRPLSLKDQQTFARSVGLKWRKVGRSLQRGCRALRDPALDSLAYEYEREGLYEQAFQLLRRFVQAEGRRATLQRLVEALEENELTSLAED.... Result: 1 (interaction). (4) The miRNA is hsa-miR-6801-5p with sequence UGGUCAGAGGCAGCAGGAAAUGA. The protein sequence of the target gene is MAHSPVQSGLPGMQNLKADPEELFTKLEKIGKGSFGEVFKGIDNRTQKVVAIKIIDLEEAEDEIEDIQQEITVLSQCDSPYVTKYYGSYLKDTKLWIIMEYLGGGSALDLLEPGPLDEIQIATILREILKGLDYLHSEKKIHRDIKAANVLLSEHGEVKLADFGVAGQLTDTQIKRNTFVGTPFWMAPEVIKQSAYDSKADIWSLGITAIELAKGEPPHSELHPMKVLFLIPKNNPPTLEGNYSKPLKEFVEACLNKEPSFRPTAKELLKHKFIIRNAKKTSYLTELIDRYKRWKAEQSH.... Result: 0 (no interaction). (5) Result: 1 (interaction). The protein sequence of the target gene is MAAAAQLSLTQLSSGNPVYEKYYRQVEAGNTGRVLALDAAAFLKKSGLPDLILGKIWDLADTDGKGVLSKQEFFVALRLVACAQNGLEVSLSSLSLAVPPPRFHDSSSPLLTSGPSVAELPWAVKSEDKAKYDAIFDSLSPVDGFLSGDKVKPVLLNSKLPVEILGRVWELSDIDHDGKLDRDEFAVAMFLVYCALEKEPVPMSLPPALVPPSKRKTWVVSPAEKAKYDEIFLKTDKDMDGYVSGLEVRETFLKTGLPSALLAHIWSLCDTKGCGKLSKDQFALAFHLINQKLIKGIDPP.... The miRNA is mmu-miR-29c-3p with sequence UAGCACCAUUUGAAAUCGGUUA. (6) The miRNA is mmu-miR-669c-3p with sequence UACACACACACACACAAGUAAA. The protein sequence of the target gene is MAQTVQNVTLSLTLPITCHICLGKVRQPVVCTNNHVFCSICIDLWLKNNSQCPACRVPITPENPCKEIIGGTSESEPMLSHTVRKHLRKTRLELLHREYEDEIDCLQKEVEELKSKNLSLESQIKTILDPLALMQGSQNEDKHPLADNPSKMDPDSVVEWKKKLRTANEIYEKVKDDVDKLKEANKKLKLENGGLLRENLRLKAEVDNRSPQKFGRFTVAALQSKVEQYERETNRLKKALERSDKYIEELESQVAHLKHSEEAKEDVDALCQRAPSADSKGPNGSDELGPPKNQSDSARK.... Result: 0 (no interaction). (7) The miRNA is mmu-miR-1249-3p with sequence ACGCCCUUCCCCCCCUUCUUCA. The protein sequence of the target gene is MEELIVELRLFLELLDHEYLTSTVREKKAVITNILLRIQSSKGFDVKDHAQKQETANSLPAPPQMPLPEIPQPWLPPDSGPPPLPTSSLPEGYYEEAVPLSPGKAPEYITSNYDSDAMSSSYESYDEEEEDGKGKKTRHQWPSEEASMDLVKDAKICAFLLRKKRFGQWTKLLCVIKDTKLLCYKSSKDQQPQMELPLQGCNITYIPKDSKKKKHELKITQQGTDPLVLAVQSKEQAEQWLKVIKEAYSGCSGPVDSECPPPPSSPVHKAELEKKLSSERPSSDGEGVVENGITTCNGKE.... Result: 0 (no interaction). (8) The miRNA is hsa-miR-5699-5p with sequence UGCCCCAACAAGGAAGGACAAG. The protein sequence of the target gene is MADSEDTFRLQNSPSDSEPKDLQNEGKSDKQNAAVSKSPSSQTTYIQQGMEGIKVYLHERELWTKFHEVGTEMIITKAGRRMFPSFKVKVTGLNPKTKYILLMDVVPADDHRYKFADNKWSVTGKAEPAMPGRLYVHPDSPATGAHWMRQLVSFQKLKLTNNHLDPFGHIILNSMHKYQPRIHIVKADENNGFGSKNTAFCTHVFPETAFIAVTSYQNHKITQLKIENNPFAKGFRGSDDMELHRMSRMQSTKEYPVVPRSTVRQRVGSSQSPFSGDVQGLSASGAISSQYSCENGVSST.... Result: 0 (no interaction).